Dataset: Catalyst prediction with 721,799 reactions and 888 catalyst types from USPTO. Task: Predict which catalyst facilitates the given reaction. (1) Reactant: [C:1]([OH:12])(=O)/[CH:2]=[C:3](/[CH2:5][CH2:6][CH:7]=[C:8]([CH3:10])[CH3:9])\[CH3:4].C(N(CC)CC)C.ClC(OCC(C)C)=O.[NH2:28][C@H:29]([C:32]([OH:34])=[O:33])[CH2:30][SH:31].Cl. Product: [C:1]([NH:28][C@H:29]([C:32]([OH:34])=[O:33])[CH2:30][SH:31])(=[O:12])/[CH:2]=[C:3](/[CH2:5][CH2:6][CH:7]=[C:8]([CH3:9])[CH3:10])\[CH3:4]. The catalyst class is: 821. (2) Reactant: [Cl:1][C:2]1[N:3]=[CH:4][C:5]2[NH:10][N:9]=[CH:8][C:6]=2[N:7]=1.C1C(=O)N([I:18])C(=O)C1. Product: [Cl:1][C:2]1[N:3]=[CH:4][C:5]2[NH:10][N:9]=[C:8]([I:18])[C:6]=2[N:7]=1. The catalyst class is: 3.